Dataset: Full USPTO retrosynthesis dataset with 1.9M reactions from patents (1976-2016). Task: Predict the reactants needed to synthesize the given product. (1) Given the product [CH3:13][O:14][C:15](=[O:27])[CH2:16][C@H:17]1[C:21]2[CH:22]=[CH:23][C:24]([O:12][C@H:7]3[C:8]4[C:4](=[C:3]([C:1]#[N:2])[CH:11]=[CH:10][CH:9]=4)[CH2:5][CH2:6]3)=[CH:25][C:20]=2[O:19][CH2:18]1, predict the reactants needed to synthesize it. The reactants are: [C:1]([C:3]1[CH:11]=[CH:10][CH:9]=[C:8]2[C:4]=1[CH2:5][CH2:6][C@@H:7]2[OH:12])#[N:2].[CH3:13][O:14][C:15](=[O:27])[CH2:16][C@H:17]1[C:21]2[CH:22]=[CH:23][C:24](O)=[CH:25][C:20]=2[O:19][CH2:18]1. (2) Given the product [C:1]([O:5][C:6]([NH:8][C@@H:9]([CH:27]1[CH2:26][CH2:22][CH2:21][CH2:20][CH2:24]1)[C:10]([O:25][CH:20]1[CH2:24][CH2:23][CH2:22][CH2:21]1)=[O:11])=[O:7])([CH3:4])([CH3:3])[CH3:2], predict the reactants needed to synthesize it. The reactants are: [C:1]([O:5][C:6]([NH:8][C@@H:9](CC1CCCCC1)[C:10](O)=[O:11])=[O:7])([CH3:4])([CH3:3])[CH3:2].[CH:20]1([OH:25])[CH2:24][CH2:23][CH2:22][CH2:21]1.[CH2:26](Cl)[CH2:27]Cl. (3) Given the product [C:8]([O:12][C:13](=[O:21])/[CH:14]=[CH:15]/[C:16]1[CH:20]=[CH:19][N:18]([S:28]([C:26]2[S:27][C:23]([Br:22])=[CH:24][CH:25]=2)(=[O:30])=[O:29])[CH:17]=1)([CH3:11])([CH3:9])[CH3:10], predict the reactants needed to synthesize it. The reactants are: [H-].[Na+].C1COCC1.[C:8]([O:12][C:13](=[O:21])/[CH:14]=[CH:15]/[C:16]1[CH:20]=[CH:19][NH:18][CH:17]=1)([CH3:11])([CH3:10])[CH3:9].[Br:22][C:23]1[S:27][C:26]([S:28](Cl)(=[O:30])=[O:29])=[CH:25][CH:24]=1.